From a dataset of Forward reaction prediction with 1.9M reactions from USPTO patents (1976-2016). Predict the product of the given reaction. (1) Given the reactants C([O:4][CH2:5][C:6]1[C:7]([N:37]2[CH2:49][CH2:48][N:40]3[C:41]4[CH2:42][CH2:43][CH2:44][CH2:45][C:46]=4[CH:47]=[C:39]3[C:38]2=[O:50])=[N:8][CH:9]=[CH:10][C:11]=1[C:12]1[CH:17]=[C:16]([NH:18][C:19]2[CH:24]=[N:23][C:22]([N:25]3[CH2:30][CH2:29][N:28]([CH:31]4[CH2:34][O:33][CH2:32]4)[CH2:27][CH2:26]3)=[CH:21][N:20]=2)[C:15](=[O:35])[N:14]([CH3:36])[CH:13]=1)(=O)C.[OH-].[Li+], predict the reaction product. The product is: [OH:4][CH2:5][C:6]1[C:7]([N:37]2[CH2:49][CH2:48][N:40]3[C:41]4[CH2:42][CH2:43][CH2:44][CH2:45][C:46]=4[CH:47]=[C:39]3[C:38]2=[O:50])=[N:8][CH:9]=[CH:10][C:11]=1[C:12]1[CH:17]=[C:16]([NH:18][C:19]2[CH:24]=[N:23][C:22]([N:25]3[CH2:30][CH2:29][N:28]([CH:31]4[CH2:34][O:33][CH2:32]4)[CH2:27][CH2:26]3)=[CH:21][N:20]=2)[C:15](=[O:35])[N:14]([CH3:36])[CH:13]=1. (2) Given the reactants C(OC([N:8]1[CH2:17][CH2:16][CH2:15][C:14]2[NH:13][N:12]=[C:11]([C:18]3[CH:23]=[CH:22][C:21]([Cl:24])=[CH:20][CH:19]=3)[C:10]=2[CH2:9]1)=O)(C)(C)C.[F:25][C:26]1[CH:33]=[CH:32][C:29]([CH2:30]Br)=[CH:28][C:27]=1[CH3:34], predict the reaction product. The product is: [Cl:24][C:21]1[CH:20]=[CH:19][C:18]([C:11]2[C:10]3[CH2:9][NH:8][CH2:17][CH2:16][CH2:15][C:14]=3[N:13]([CH2:30][C:29]3[CH:32]=[CH:33][C:26]([F:25])=[C:27]([CH3:34])[CH:28]=3)[N:12]=2)=[CH:23][CH:22]=1. (3) Given the reactants N[C@H:2]([C:7]([OH:9])=[O:8])[CH2:3][CH:4](C)C.N[C@H](C(O)=O)CC1C2C(=CC=CC=2)NC=1.N[C@H](C(O)=O)CC1N=CNC=1.N1C=CC(=O)NC1=O.[O:44]=[CH:45][C@@H:46]([C@H:48]([C@@H:50]([C@@H:52]([CH2:54][OH:55])[OH:53])[OH:51])[OH:49])[OH:47].[OH-].[Na+].OP(O)(O)=O, predict the reaction product. The product is: [CH:7]([OH:9])([OH:8])[CH2:2][CH2:3][CH3:4].[O:44]=[CH:45][C@@H:46]([C@H:48]([C@@H:50]([C@@H:52]([CH2:54][OH:55])[OH:53])[OH:51])[OH:49])[OH:47]. (4) Given the reactants Br[C:2]1[CH:3]=[N:4][C:5]([C:8]2[CH:13]=[CH:12][CH:11]=[CH:10][CH:9]=2)=[N:6][CH:7]=1.[B:14]1([B:14]2[O:18][C:17]([CH3:20])([CH3:19])[C:16]([CH3:22])([CH3:21])[O:15]2)[O:18][C:17]([CH3:20])([CH3:19])[C:16]([CH3:22])([CH3:21])[O:15]1.C([O-])(=O)C.[K+], predict the reaction product. The product is: [C:8]1([C:5]2[N:4]=[CH:3][C:2]([B:14]3[O:18][C:17]([CH3:20])([CH3:19])[C:16]([CH3:22])([CH3:21])[O:15]3)=[CH:7][N:6]=2)[CH:13]=[CH:12][CH:11]=[CH:10][CH:9]=1. (5) Given the reactants C[O:2][C:3](=[O:17])[CH2:4][C@@:5]([OH:16])([C:10]1[S:14][C:13]([SH:15])=[N:12][CH:11]=1)[C:6]([F:9])([F:8])[F:7].[OH-].[K+], predict the reaction product. The product is: [F:9][C:6]([F:7])([F:8])[C@:5]([OH:16])([C:10]1[S:14][C:13]([SH:15])=[N:12][CH:11]=1)[CH2:4][C:3]([OH:17])=[O:2]. (6) Given the reactants [CH3:1][O:2][C:3]1[CH:8]=C[CH:6]=[CH:5][C:4]=1[C:9]1[N:14]=[CH:13][N:12]=[C:11]([NH:15][C:16]2[CH:17]=[C:18]([CH2:22][S:23]([NH2:26])(=[O:25])=[O:24])[CH:19]=[CH:20][CH:21]=2)[N:10]=1.ClC1N=CN=C(NC2C=C(CS(N)(=O)=O)C=CC=2)[N:29]=1.COC1C=NC=CC=1B(O)O, predict the reaction product. The product is: [CH3:1][O:2][C:3]1[CH:8]=[N:29][CH:6]=[CH:5][C:4]=1[C:9]1[N:14]=[CH:13][N:12]=[C:11]([NH:15][C:16]2[CH:17]=[C:18]([CH2:22][S:23]([NH2:26])(=[O:25])=[O:24])[CH:19]=[CH:20][CH:21]=2)[N:10]=1. (7) Given the reactants [F:1][C:2]([F:17])([C:13]([F:16])([F:15])[F:14])[CH2:3][CH2:4][CH2:5][S:6]([CH2:9][CH2:10][CH2:11]Cl)(=[O:8])=[O:7].[CH3:18][O:19][CH2:20][CH2:21][CH2:22][NH2:23], predict the reaction product. The product is: [CH3:18][O:19][CH2:20][CH2:21][CH2:22][NH:23][CH2:11][CH2:10][CH2:9][S:6]([CH2:5][CH2:4][CH2:3][C:2]([F:17])([F:1])[C:13]([F:16])([F:15])[F:14])(=[O:8])=[O:7]. (8) Given the reactants [CH2:1]([O:3][C:4]([NH:6][C:7]1[CH:8]=[C:9]([CH:27]=[CH:28][CH:29]=1)[CH2:10][N:11]1[C:16](=[O:17])[CH:15]=[CH:14][C:13]([C:18]2[CH:26]=[CH:25][C:21]([C:22](O)=[O:23])=[CH:20][CH:19]=2)=[N:12]1)=[O:5])[CH3:2].[CH2:30]([CH2:32][NH2:33])[OH:31].CN1CCOCC1.ON1C2C=CC=CC=2N=N1.Cl.CN(C)CCCN=C=NCC, predict the reaction product. The product is: [CH2:1]([O:3][C:4](=[O:5])[NH:6][C:7]1[CH:29]=[CH:28][CH:27]=[C:9]([CH2:10][N:11]2[C:16](=[O:17])[CH:15]=[CH:14][C:13]([C:18]3[CH:26]=[CH:25][C:21]([C:22](=[O:23])[NH:33][CH2:32][CH2:30][OH:31])=[CH:20][CH:19]=3)=[N:12]2)[CH:8]=1)[CH3:2]. (9) Given the reactants C(NC(C)C)(C)C.C([Li])CCC.[F:13][C:14]1[CH:15]=[N:16][CH:17]=[CH:18][CH:19]=1.[Br:20][C:21]1[CH:22]=[C:23]([C:27]([C:35]2[CH:40]=[CH:39][CH:38]=[CH:37][C:36]=2[C:41]#[N:42])=[N:28]S(C(C)(C)C)=O)[CH:24]=[CH:25][CH:26]=1.Cl, predict the reaction product. The product is: [Br:20][C:21]1[CH:22]=[C:23]([C:27]2([C:19]3[CH:18]=[CH:17][N:16]=[CH:15][C:14]=3[F:13])[C:35]3[C:36](=[CH:37][CH:38]=[CH:39][CH:40]=3)[C:41]([NH2:42])=[N:28]2)[CH:24]=[CH:25][CH:26]=1.